From a dataset of Reaction yield outcomes from USPTO patents with 853,638 reactions. Predict the reaction yield, written as a fraction of the theoretical maximum amount of product (1.0 means a 100% yield; for example, 0.34 means a 34% yield). (1) The reactants are [CH3:1][C:2]1[C:3]([C:11]2[S:15][C:14]([C:16]([OH:18])=O)=[CH:13][CH:12]=2)=[N:4][O:5][C:6]=1[C:7]([F:10])([F:9])[F:8].C([N:26]1[CH2:31][CH2:30][CH2:29][C@H:28]([NH2:32])[CH2:27]1)(OC(C)(C)C)=O.[ClH:33]. The catalyst is O1CCOCC1. The product is [ClH:33].[NH2:32][C@H:28]1[CH2:29][CH2:30][CH2:31][N:26]([C:16]([C:14]2[S:15][C:11]([C:3]3[C:2]([CH3:1])=[C:6]([C:7]([F:8])([F:9])[F:10])[O:5][N:4]=3)=[CH:12][CH:13]=2)=[O:18])[CH2:27]1. The yield is 0.710. (2) The reactants are [O:1]=[C:2]([N:28]1[CH2:32][CH2:31][CH2:30][CH2:29]1)[C@H:3]([NH:6][CH2:7][C:8]1[CH:13]=[CH:12][N:11]=[C:10]2[N:14](C(OC(C)(C)C)=O)[CH:15]=[C:16]([C:17]([O:19]C)=[O:18])[C:9]=12)[CH2:4][CH3:5].CO.[OH-].[Na+]. The catalyst is C1COCC1. The product is [O:1]=[C:2]([N:28]1[CH2:29][CH2:30][CH2:31][CH2:32]1)[C@H:3]([NH:6][CH2:7][C:8]1[CH:13]=[CH:12][N:11]=[C:10]2[NH:14][CH:15]=[C:16]([C:17]([OH:19])=[O:18])[C:9]=12)[CH2:4][CH3:5]. The yield is 0.0780. (3) The reactants are [CH3:1][N:2]1[CH2:7][CH2:6][N:5]([C:8]([C:10]2[CH:15]=[CH:14][C:13]([C:16]#[C:17][Si](C)(C)C)=[CH:12][CH:11]=2)=[O:9])[CH2:4][CH2:3]1.C([O-])([O-])=O.[K+].[K+]. The catalyst is CO. The product is [C:16]([C:13]1[CH:12]=[CH:11][C:10]([C:8]([N:5]2[CH2:4][CH2:3][N:2]([CH3:1])[CH2:7][CH2:6]2)=[O:9])=[CH:15][CH:14]=1)#[CH:17]. The yield is 0.710. (4) The reactants are [F:1][C:2]1[CH:7]=[CH:6][CH:5]=[CH:4][C:3]=1[N:8]1[CH2:13][CH2:12][N:11]([CH2:14][CH2:15][NH2:16])[CH2:10][CH2:9]1.[CH2:17]([C:20]1[N:24]([C:25]2[CH:30]=[CH:29][CH:28]=[CH:27][CH:26]=2)[N:23]=[C:22]([CH:31]=O)[CH:21]=1)[CH2:18][CH3:19]. No catalyst specified. The product is [F:1][C:2]1[CH:7]=[CH:6][CH:5]=[CH:4][C:3]=1[N:8]1[CH2:9][CH2:10][N:11]([CH2:14][CH2:15][NH:16][CH2:31][C:22]2[CH:21]=[C:20]([CH2:17][CH2:18][CH3:19])[N:24]([C:25]3[CH:30]=[CH:29][CH:28]=[CH:27][CH:26]=3)[N:23]=2)[CH2:12][CH2:13]1. The yield is 0.593. (5) The reactants are Br[C:2]1[CH:7]=[CH:6][C:5]([CH:8]2[CH2:13][CH2:12][CH2:11][CH2:10][CH2:9]2)=[CH:4][CH:3]=1.[Li]CCCC.CN([CH:22]=[O:23])C. The catalyst is C1COCC1. The product is [CH:8]1([C:5]2[CH:6]=[CH:7][C:2]([CH:22]=[O:23])=[CH:3][CH:4]=2)[CH2:13][CH2:12][CH2:11][CH2:10][CH2:9]1. The yield is 0.380. (6) The product is [CH2:1]([O:3][C:4]1[CH:5]=[C:6]([CH:12]([N:18]2[C:29](=[O:28])[C:24]3[C:25](=[CH:31][CH:32]=[CH:33][C:23]=3[NH:22][C:19](=[O:21])[CH3:20])[C:26]2=[O:27])[CH2:13][S:14]([CH3:17])(=[O:16])=[O:15])[CH:7]=[CH:8][C:9]=1[O:10][CH3:11])[CH3:2]. The catalyst is C(O)(=O)C. The reactants are [CH2:1]([O:3][C:4]1[CH:5]=[C:6]([CH:12]([NH2:18])[CH2:13][S:14]([CH3:17])(=[O:16])=[O:15])[CH:7]=[CH:8][C:9]=1[O:10][CH3:11])[CH3:2].[C:19]([NH:22][C:23]1[CH:33]=[CH:32][CH:31]=[C:25]2[C:26]([O:28][C:29](=O)[C:24]=12)=[O:27])(=[O:21])[CH3:20]. The yield is 0.590.